Regression. Given a target protein amino acid sequence and a drug SMILES string, predict the binding affinity score between them. We predict pKi (pKi = -log10(Ki in M); higher means stronger inhibition). Dataset: bindingdb_ki. From a dataset of Drug-target binding data from BindingDB using Ki measurements. (1) The small molecule is O=c1[nH]cnc2c(CNCCO)c[nH]c12. The target protein (P00491) has sequence MENGYTYEDYKNTAEWLLSHTKHRPQVAIICGSGLGGLTDKLTQAQIFDYGEIPNFPRSTVPGHAGRLVFGFLNGRACVMMQGRFHMYEGYPLWKVTFPVRVFHLLGVDTLVVTNAAGGLNPKFEVGDIMLIRDHINLPGFSGQNPLRGPNDERFGDRFPAMSDAYDRTMRQRALSTWKQMGEQRELQEGTYVMVAGPSFETVAECRVLQKLGADAVGMSTVPEVIVARHCGLRVFGFSLITNKVIMDYESLEKANHEEVLAAGKQAAQKLEQFVSILMASIPLPDKAS. The pKi is 6.0. (2) The compound is CC[C@H](C)[C@H](NC(=O)[C@H](CCCNC(=N)N)NC(=O)[C@H](CCC(N)=O)NC(=O)CNC(=O)[C@H](CCC(=O)O)NC(=O)[C@H](Cc1ccccc1)NC(=O)[C@H](CC(C)C)NC(=O)[C@H](Cc1ccccc1)NC(=O)[C@H](CCCNC(=N)N)NC(=O)[C@H](CC(C)C)NC(=O)[C@@H](N)CO)C(=O)N[C@@H](C)C(=O)N[C@@H](CC(=O)O)C(=O)N[C@@H](CC(N)=O)C(=O)N[C@@H](Cc1cnc[nH]1)C(=O)O. The target protein sequence is MATTGTPTADRGDAAATDDPAARFQVQKHSWDGLRSIIHGSRKYSGLIVNKAPHDFQFVQKTDESGPHSHRLYYLGMPYGSRENSLLYSEIPKKVRKEALLLLSWKQMLDHFQATPHHGVYSREEELLRERKRLGVFGITSYDFHSESGLFLFQASNSLFHCRDGGKNGFMVSPMKPLEIKTQCSGPRMDPKICPADPAFFSFINNSDLWVANIETGEERRLTFCHQGLSNVLDDPKSAGVATFVIQEEFDRFTGYWWCPTASWEGSEGLKTLRILYEEVDESEVEVIHVPSPALEERKTDSYRDPRTGSKNPKIALKLAEFQTDSQGKIVSTQEKELVQPFSSLFPKVEYIARAGWTRDGKYAWAMFLDRPQQWLQLVLLPPALFIPSTENEEQRLASARAVPRNVQPYVVYEEVTNVWINVHDIFYPFPQSEGEDELCFLRANECKTGFCHLYKVTAVLKSQGYDWSEPFSPGEDEFKCPIKEEIALTSGEWEVLARH.... The pKi is 4.4. (3) The compound is CC1CN([C@H]2C[C@H](O)[C@@H](CO)O2)C(=O)NC1=O. The target protein sequence is MLLRSLRSWAARSLRSMGPGSSGSPGSLDSGAGPLWAPRRACPPDKDREKDKEKKAVVCIEGNIASGKTTCLEFFSNTTDVEVLMEPVLKWRNVHGHNPLSLMYHNASRWGLTLQTYVQLTMLDQHTRPQMSPVRLMERSIYSARYIFVENLYRSGKMPEVDYAILSEWFDWIIKNIDVSVDLIVYLRTTPEICYQRLKMRCREEEKVIPVEYLSAIHHLYEEWLVTGSLFPAAAPVLVIEADHNLEKMLELFEQNRARILTPENWKHGP. The pKi is 4.1. (4) The compound is O=C(O)c1co[nH]c1=O. The pKi is 6.3. The target protein (Q27743) has sequence MAPKAKIVLVGSGMIGGVMATLIVQKNLGDVVLFDIVKNMPHGKALDTSHTNVMAYSNCKVSGSNTYDDLAGADVVIVTAGFTKAPGKSDKEWNRDDLLPLNNKIMIEIGGHIKKNCPNAFIIVVTNPVDVMVQLLHQHSGVPKNKIIGLGGVLDTSRLKYYISQKLNVCPRDVNAHIVGAHGNKMVLLKRYITVGGIPLQEFINNKLISDAELEAIFDRTVNTALEIVNLHASPYVAPAAAIIEMAESYLKDLKKVLICSTLLEGQYGHSDIFGGTPVVLGANGVEQVIELQLNSEEKAKFDEAIAETKRMKALA. (5) The compound is Cc1cccc(C)c1C(=O)N1CCC(C)(N2CCC(C(O)c3ccc(Br)cc3)CC2)CC1. The target protein (P51682) has sequence MDFQGSVPTYSYDIDYGMSAPCQKINVKQIAAQLLPPLYSLVFIFGFVGNMMVFLILISCKKLKSVTDIYLLNLAISDLLFLLTLPFWAHYAANEWVFGNIMCKVFTGLYHIGYFGGIFFIILLTIDRYLAIVHAVFALKVRTVNFGVITSVVTWAVAVFASLPEIIFTRSQKEGFHYTCSPHFPHTQYHFWKSFQTLKMVILSLILPLLVMVICYSGILHTLFRCRNEKKRHRAVRLIFAIMIVYFLFWTPYNIVLLLTTFQEFFGLNNCSSSNRLDQAMQATETLGMTHCCLNPVIYAFVGEKFRSYLSVFFRKHMVKRFCKRCSIFQQDNPDRASSVYTRSTGEHEVSTGL. The pKi is 6.7. (6) The drug is Cc1c(C)c(NS(=O)(=O)c2cc(Cl)cc(Cl)c2)c(C)c(C)c1NS(=O)(=O)c1cc(Cl)cc(Cl)c1. The target protein (P23141) has sequence MWLRAFILATLSASAAWGHPSSPPVVDTVHGKVLGKFVSLEGFAQPVAIFLGIPFAKPPLGPLRFTPPQPAEPWSFVKNATSYPPMCTQDPKAGQLLSELFTNRKENIPLKLSEDCLYLNIYTPADLTKKNRLPVMVWIHGGGLMVGAASTYDGLALAAHENVVVVTIQYRLGIWGFFSTGDEHSRGNWGHLDQVAALRWVQDNIASFGGNPGSVTIFGESAGGESVSVLVLSPLAKNLFHRAISESGVALTSVLVKKGDVKPLAEQIAITAGCKTTTSAVMVHCLRQKTEEELLETTLKMKFLSLDLQGDPRESQPLLGTVIDGMLLLKTPEELQAERNFHTVPYMVGINKQEFGWLIPMQLMSYPLSEGQLDQKTAMSLLWKSYPLVCIAKELIPEATEKYLGGTDDTVKKKDLFLDLIADVMFGVPSVIVARNHRDAGAPTYMYEFQYRPSFSSDMKPKTVIGDHGDELFSVFGAPFLKEGASEEEIRLSKMVMKFW.... The pKi is 4.0.